The task is: Binary Classification. Given a miRNA mature sequence and a target amino acid sequence, predict their likelihood of interaction.. This data is from Experimentally validated miRNA-target interactions with 360,000+ pairs, plus equal number of negative samples. (1) The miRNA is mmu-miR-669d-5p with sequence ACUUGUGUGUGCAUGUAUAUGU. Result: 0 (no interaction). The protein sequence of the target gene is MERMNWLSRLASRGPGHRIPQGANLQTPVMADPETCLMVFKNHWSQVVRILERQGPRAAPGGADDLSAVRNHTYQMLTLLAEDRAVPSAPTGPGPLLEFALHEDLLTRVLTWQLQWDELGDGVEERRAEQLKLFEMLVSEARQPLLRHGPVREALLTLLDACGRPVPSSPALDEGLVLLLSQLCVCVAQEPSLLEFFLQPPPEPGAAPRLLLFSRLVPFVHREGTLGQQARDALLLLMALSAGSPTVGRYIADHSYFCPVLATGLSALYSSLPRKIEVPGDDWHCLRREDWLGVPALALF.... (2) The protein sequence of the target gene is MTSERSRIPCLSAAAAEGTGKKQQEGRAMATLDRKVPSPEAFLGKPWSSWIDAAKLHCSDNVDLEEAGKEGGKSREVMRLNKEDMHLFGHYPAHDDFYLVVCSACNQVVKPQVFQSHCERRHGSMCRPSPSPVSPASNPRTSLVQVKTKACLSGHHSASSTSKPFKTPKDNLLTSSSKQHTVFPAKGSRDKPCVPVPVVSLEKIPNLVKADGANVKMNSTTTTAVSASSTSSSAVSTPPLIKPVLMSKSVPPSPEKILNGKGILPTTIDKKHQNGTKNSNKPYRRLSEREFDPNKHCGVL.... The miRNA is mmu-miR-667-3p with sequence UGACACCUGCCACCCAGCCCAAG. Result: 0 (no interaction). (3) The miRNA is mmu-miR-452-5p with sequence UGUUUGCAGAGGAAACUGAGAC. The protein sequence of the target gene is MTGRARARARGRARGQETVQHVGAAASQQPGYIPPRPQQSPTEGDLVGRGRQRGMVVGATSKSQELQISAGFQELSLAERGGRRRDFHDLGVNTRQNLDHVKESKTGSSGIIVKLSTNHFRLTSRPQWALYQYHIDYNPLMEARRLRSALLFQHEDLIGRCHAFDGTILFLPKRLQHKVTEVFSQTRNGEHVRITITLTNELPPTSPTCLQFYNIIFRRLLKIMNLQQIGRNYYNPSDPIDIPNHRLVIWPGFTTSILQYENNIMLCTDVSHKVLRSETVLDFMFNLYQQTEEHKFQEQV.... Result: 0 (no interaction).